This data is from Full USPTO retrosynthesis dataset with 1.9M reactions from patents (1976-2016). The task is: Predict the reactants needed to synthesize the given product. (1) Given the product [CH2:16]([O:15][C:4]1[CH:3]=[C:2]([B:18]2[O:22][C:21]([CH3:24])([CH3:23])[C:20]([CH3:26])([CH3:25])[O:19]2)[CH:14]=[CH:13][C:5]=1[O:6][CH2:7][C:8]([O:10][CH2:11][CH3:12])=[O:9])[CH3:17], predict the reactants needed to synthesize it. The reactants are: Br[C:2]1[CH:14]=[CH:13][C:5]([O:6][CH2:7][C:8]([O:10][CH2:11][CH3:12])=[O:9])=[C:4]([O:15][CH2:16][CH3:17])[CH:3]=1.[B:18]1([B:18]2[O:22][C:21]([CH3:24])([CH3:23])[C:20]([CH3:26])([CH3:25])[O:19]2)[O:22][C:21]([CH3:24])([CH3:23])[C:20]([CH3:26])([CH3:25])[O:19]1.C([O-])(=O)C.[K+]. (2) The reactants are: [C:1]([C@H:4]([CH2:31][CH2:32][O:33][CH3:34])[CH2:5][C:6]1([C:11]([NH:13][C@@H:14]([CH2:21][CH2:22][CH2:23][C:24]2[CH:29]=[CH:28][C:27]([Cl:30])=[CH:26][CH:25]=2)[CH2:15][C:16]([O:18]CC)=[O:17])=[O:12])[CH2:10][CH2:9][CH2:8][CH2:7]1)([OH:3])=[O:2]. Given the product [C:1]([C@H:4]([CH2:31][CH2:32][O:33][CH3:34])[CH2:5][C:6]1([C:11]([NH:13][C@@H:14]([CH2:21][CH2:22][CH2:23][C:24]2[CH:29]=[CH:28][C:27]([Cl:30])=[CH:26][CH:25]=2)[CH2:15][C:16]([OH:18])=[O:17])=[O:12])[CH2:7][CH2:8][CH2:9][CH2:10]1)([OH:3])=[O:2], predict the reactants needed to synthesize it. (3) Given the product [CH3:1][O:2][C:3](=[O:20])[NH:4][CH2:5][C@@H:6]1[O:10][C:9](=[O:11])[N:8]([C:12]2[CH:17]=[CH:16][C:15]([B:21]3[O:25][C:24]([CH3:27])([CH3:26])[C:23]([CH3:29])([CH3:28])[O:22]3)=[C:14]([F:19])[CH:13]=2)[CH2:7]1, predict the reactants needed to synthesize it. The reactants are: [CH3:1][O:2][C:3](=[O:20])[NH:4][CH2:5][C@@H:6]1[O:10][C:9](=[O:11])[N:8]([C:12]2[CH:17]=[CH:16][C:15](I)=[C:14]([F:19])[CH:13]=2)[CH2:7]1.[B:21]1([B:21]2[O:25][C:24]([CH3:27])([CH3:26])[C:23]([CH3:29])([CH3:28])[O:22]2)[O:25][C:24]([CH3:27])([CH3:26])[C:23]([CH3:29])([CH3:28])[O:22]1.C([O-])(=O)C.[K+].